Dataset: Full USPTO retrosynthesis dataset with 1.9M reactions from patents (1976-2016). Task: Predict the reactants needed to synthesize the given product. Given the product [OH:6][C@@H:7]1[CH2:11][N:10]([C:12]([O:14][C:15]([CH3:18])([CH3:17])[CH3:16])=[O:13])[C@@H:9]([CH2:19][O:20][CH2:21][CH2:22][CH2:23][O:24][C:25]2[CH:26]=[CH:27][CH:28]=[CH:29][CH:30]=2)[CH2:8]1, predict the reactants needed to synthesize it. The reactants are: CC([Si](C)(C)[O:6][C@@H:7]1[CH2:11][N:10]([C:12]([O:14][C:15]([CH3:18])([CH3:17])[CH3:16])=[O:13])[C@@H:9]([CH2:19][O:20][CH2:21][CH2:22][CH2:23][O:24][C:25]2[CH:30]=[CH:29][CH:28]=[CH:27][CH:26]=2)[CH2:8]1)(C)C.CCCC[N+](CCCC)(CCCC)CCCC.[F-].